This data is from Catalyst prediction with 721,799 reactions and 888 catalyst types from USPTO. The task is: Predict which catalyst facilitates the given reaction. Reactant: [CH:1]1([C:7]2[C:8]3[CH:9]=[CH:10][C:11]([C:29]([O:31][CH3:32])=[O:30])=[CH:12][C:13]=3[N:14]3[CH2:20][C:19](C(OC)=O)=[CH:18][C:17]4[CH:25]=[CH:26][CH:27]=[CH:28][C:16]=4[C:15]=23)[CH2:6][CH2:5][CH2:4][CH2:3][CH2:2]1.[Li+].[OH-].Cl. Product: [CH:1]1([C:7]2[C:8]3[CH:9]=[CH:10][C:11]([C:29]([O:31][CH3:32])=[O:30])=[CH:12][C:13]=3[N:14]3[CH2:20][CH:19]=[CH:18][C:17]4[CH:25]=[CH:26][CH:27]=[CH:28][C:16]=4[C:15]=23)[CH2:2][CH2:3][CH2:4][CH2:5][CH2:6]1. The catalyst class is: 3.